Dataset: Catalyst prediction with 721,799 reactions and 888 catalyst types from USPTO. Task: Predict which catalyst facilitates the given reaction. (1) Reactant: Cl.NO.C([N:6](C(C)C)C(C)C)C.C(O)C.C(OC(=O)[NH:20][C:21]([NH:23][C:24]1[CH:29]=[CH:28][C:27]([O:30][C:31]2[CH:36]=[CH:35][CH:34]=[C:33]([NH:37][C:38]([O:40][C:41]([CH3:44])([CH3:43])[CH3:42])=[O:39])[CH:32]=2)=[CH:26][N:25]=1)=S)C. Product: [C:41]([O:40][C:38](=[O:39])[NH:37][C:33]1[CH:34]=[CH:35][CH:36]=[C:31]([O:30][C:27]2[CH:28]=[CH:29][C:24]3[N:25]([N:6]=[C:21]([NH2:20])[N:23]=3)[CH:26]=2)[CH:32]=1)([CH3:42])([CH3:43])[CH3:44]. The catalyst class is: 5. (2) Reactant: [N:1]([CH2:4][C:5]1[CH:14]=[C:13](Cl)[CH:12]=[CH:11][C:6]=1[C:7]([NH:9][CH3:10])=[O:8])=[N+]=[N-]. Product: [NH2:1][CH2:4][C:5]1[CH:14]=[CH:13][CH:12]=[CH:11][C:6]=1[C:7]([NH:9][CH3:10])=[O:8]. The catalyst class is: 8.